This data is from Reaction yield outcomes from USPTO patents with 853,638 reactions. The task is: Predict the reaction yield, written as a fraction of the theoretical maximum amount of product (1.0 means a 100% yield; for example, 0.34 means a 34% yield). (1) The reactants are [Cl:1][C:2]1[CH:3]=[C:4]([N:8]2[N:12]=[N:11][C:10]([CH:13]3[CH2:18][O:17][CH2:16][CH2:15][N:14]3[C:19](=[S:22])[NH:20][CH3:21])=[N:9]2)[CH:5]=[CH:6][CH:7]=1.[CH3:23]I. The catalyst is CO.ClCCl. The product is [Cl:1][C:2]1[CH:3]=[C:4]([N:8]2[N:12]=[N:11][C:10]([CH:13]3[CH2:18][O:17][CH2:16][CH2:15][N:14]3[C:19]([S:22][CH3:23])=[N:20][CH3:21])=[N:9]2)[CH:5]=[CH:6][CH:7]=1. The yield is 1.00. (2) The reactants are C(=O)([O-])[O-].[Na+].[Na+].Br[C:8]1[CH:9]=[CH:10][C:11]([NH:14][C:15](=[O:17])[CH3:16])=[N:12][CH:13]=1.[C:18]([C:20]1[CH:21]=[C:22](B(O)O)[CH:23]=[CH:24][CH:25]=1)#[N:19]. The catalyst is O.COCCOC.C(O)C.C1C=CC([P]([Pd]([P](C2C=CC=CC=2)(C2C=CC=CC=2)C2C=CC=CC=2)([P](C2C=CC=CC=2)(C2C=CC=CC=2)C2C=CC=CC=2)[P](C2C=CC=CC=2)(C2C=CC=CC=2)C2C=CC=CC=2)(C2C=CC=CC=2)C2C=CC=CC=2)=CC=1. The product is [C:18]([C:20]1[CH:25]=[C:24]([C:8]2[CH:9]=[CH:10][C:11]([NH:14][C:15](=[O:17])[CH3:16])=[N:12][CH:13]=2)[CH:23]=[CH:22][CH:21]=1)#[N:19]. The yield is 0.770.